Dataset: Forward reaction prediction with 1.9M reactions from USPTO patents (1976-2016). Task: Predict the product of the given reaction. (1) The product is: [NH2:1][C:2]1([C:6]2[CH:7]=[CH:8][C:9]([C:12]3[C:13]([C:27]4[CH:28]=[CH:29][CH:30]=[CH:31][CH:32]=4)=[CH:14][C:15]4[NH:20][C:19](=[O:25])[CH:18]([CH2:34][CH2:33][OH:37])[O:17][C:16]=4[N:26]=3)=[CH:10][CH:11]=2)[CH2:3][CH2:4][CH2:5]1. Given the reactants [NH2:1][C:2]1([C:6]2[CH:11]=[CH:10][C:9]([C:12]3[C:13]([C:27]4[CH:32]=[CH:31][CH:30]=[CH:29][CH:28]=4)=[CH:14][C:15]4[N:20](CCC#N)[C:19](=[O:25])[CH2:18][O:17][C:16]=4[N:26]=3)=[CH:8][CH:7]=2)[CH2:5][CH2:4][CH2:3]1.[C:33]([O:37]C(=O)NC1(C2C=CC(C3C(C4C=CC=CC=4)=CC4N(CCCCC#N)C(=O)COC=4N=3)=CC=2)CCC1)(C)(C)[CH3:34], predict the reaction product. (2) Given the reactants [Cl:1][C:2]1[CH:3]=[C:4]([CH:14]=[CH:15][CH:16]=1)[C:5]([O:7][N:8]=[C:9]([NH2:13])[CH:10]([OH:12])[CH3:11])=O.C([O-])(=O)C.[Na+], predict the reaction product. The product is: [Cl:1][C:2]1[CH:3]=[C:4]([C:5]2[O:7][N:8]=[C:9]([CH:10]([OH:12])[CH3:11])[N:13]=2)[CH:14]=[CH:15][CH:16]=1. (3) Given the reactants Cl.Cl.[CH2:3]([O:5][C:6](=[O:28])[CH2:7][C:8]1[CH:13]=[CH:12][N:11]=[C:10]([C:14]2[CH:19]=[CH:18][C:17]([C:20]([F:23])([F:22])[F:21])=[CH:16][C:15]=2[CH2:24][NH:25][CH2:26][CH3:27])[CH:9]=1)[CH3:4].[CH:29]1([C:33](Cl)=[O:34])[CH2:32][CH2:31][CH2:30]1, predict the reaction product. The product is: [CH2:3]([O:5][C:6](=[O:28])[CH2:7][C:8]1[CH:13]=[CH:12][N:11]=[C:10]([C:14]2[CH:19]=[CH:18][C:17]([C:20]([F:21])([F:23])[F:22])=[CH:16][C:15]=2[CH2:24][N:25]([C:33]([CH:29]2[CH2:32][CH2:31][CH2:30]2)=[O:34])[CH2:26][CH3:27])[CH:9]=1)[CH3:4]. (4) Given the reactants [H-].[Al+3].[Li+].[H-].[H-].[H-].O1CCCC1.[CH3:12][C:13]1[O:17][N:16]=[C:15]([NH:18][C:19]2[N:28]=[CH:27][CH:26]=[CH:25][C:20]=2[C:21](OC)=[O:22])[CH:14]=1.[OH-].[Na+], predict the reaction product. The product is: [CH3:12][C:13]1[O:17][N:16]=[C:15]([NH:18][C:19]2[C:20]([CH2:21][OH:22])=[CH:25][CH:26]=[CH:27][N:28]=2)[CH:14]=1. (5) Given the reactants Cl[C:2]1[N:10]=[C:9]2[C:5]([N:6]=[CH:7][N:8]2[CH2:11][O:12][CH2:13][CH2:14][Si:15]([CH3:18])([CH3:17])[CH3:16])=[C:4]([C:19]2[O:20][CH:21]=[CH:22][CH:23]=2)[N:3]=1.[CH3:24][O-:25].[Na+], predict the reaction product. The product is: [O:20]1[CH:21]=[CH:22][CH:23]=[C:19]1[C:4]1[N:3]=[C:2]([O:25][CH3:24])[N:10]=[C:9]2[C:5]=1[N:6]=[CH:7][N:8]2[CH2:11][O:12][CH2:13][CH2:14][Si:15]([CH3:18])([CH3:17])[CH3:16]. (6) Given the reactants CN(C)/[CH:3]=[CH:4]/[C:5]([C:7]1[C:12](=[O:13])[CH:11]=[CH:10][N:9]([C:14]2[CH:19]=[CH:18][C:17]([O:20][C:21]([F:24])([F:23])[F:22])=[CH:16][CH:15]=2)[N:8]=1)=O.[F:26][C:27]1[CH:28]=[C:29]2[C:34](=[CH:35][CH:36]=1)[N:33]=[C:32]([CH3:37])[CH:31]=[C:30]2[NH:38][NH2:39], predict the reaction product. The product is: [F:26][C:27]1[CH:28]=[C:29]2[C:34](=[CH:35][CH:36]=1)[N:33]=[C:32]([CH3:37])[CH:31]=[C:30]2[N:38]1[C:5]([C:7]2[C:12](=[O:13])[CH:11]=[CH:10][N:9]([C:14]3[CH:19]=[CH:18][C:17]([O:20][C:21]([F:23])([F:22])[F:24])=[CH:16][CH:15]=3)[N:8]=2)=[CH:4][CH:3]=[N:39]1. (7) Given the reactants [C:1]([O:5][C:6]([N:8]([CH3:48])[C@@H:9]([CH3:47])[C:10]([NH:12][C@@H:13]([C:43]([CH3:46])([CH3:45])[CH3:44])[C:14]([N:16]1[C@H:20]([C:21](=[O:33])[NH:22][C@H:23]2[C:32]3[C:27](=[CH:28][CH:29]=[CH:30][CH:31]=3)[CH2:26][CH2:25][CH2:24]2)[CH2:19][C@H:18]([NH:34][C:35](=[O:42])[CH2:36][CH2:37][C:38]([O:40]C)=[O:39])[CH2:17]1)=[O:15])=[O:11])=[O:7])([CH3:4])([CH3:3])[CH3:2].[OH-].[Na+].CCOC(C)=O.Cl, predict the reaction product. The product is: [C:1]([O:5][C:6]([N:8]([CH3:48])[C@@H:9]([CH3:47])[C:10]([NH:12][C@@H:13]([C:43]([CH3:46])([CH3:45])[CH3:44])[C:14]([N:16]1[C@H:20]([C:21](=[O:33])[NH:22][C@H:23]2[C:32]3[C:27](=[CH:28][CH:29]=[CH:30][CH:31]=3)[CH2:26][CH2:25][CH2:24]2)[CH2:19][C@H:18]([NH:34][C:35](=[O:42])[CH2:36][CH2:37][C:38]([OH:40])=[O:39])[CH2:17]1)=[O:15])=[O:11])=[O:7])([CH3:2])([CH3:4])[CH3:3].